Dataset: Catalyst prediction with 721,799 reactions and 888 catalyst types from USPTO. Task: Predict which catalyst facilitates the given reaction. (1) Reactant: [N+:1]([C:4]1[CH:5]=[CH:6][CH:7]=[C:8]([C:15]([NH:17][C:18]2[CH:23]=[CH:22][C:21]([Cl:24])=[CH:20][C:19]=2[CH3:25])=[O:16])[C:9]=1[C:10](OCC)=[O:11])([O-:3])=[O:2].[CH:26]([NH2:29])([CH3:28])[CH3:27]. Product: [N+:1]([C:4]1[CH:5]=[CH:6][CH:7]=[C:8]([C:15]([NH:17][C:18]2[CH:23]=[CH:22][C:21]([Cl:24])=[CH:20][C:19]=2[CH3:25])=[O:16])[C:9]=1[C:10]([NH:29][CH:26]([CH3:28])[CH3:27])=[O:11])([O-:3])=[O:2]. The catalyst class is: 12. (2) Reactant: [CH:1]1([NH:7][C:8]2[CH:17]=[C:16]3[C:11]([C:12](=[O:29])[N:13]([CH2:24][CH2:25][CH2:26][C:27]#[N:28])[C:14](=[O:23])[N:15]3[CH:18]3[CH2:22][CH2:21][CH2:20][CH2:19]3)=[CH:10][C:9]=2[F:30])[CH2:6][CH2:5][CH2:4][CH2:3][CH2:2]1.C([Sn]([N:44]=[N+:45]=[N-:46])(CCCC)CCCC)CCC.[OH-].[Na+]. Product: [CH:1]1([NH:7][C:8]2[CH:17]=[C:16]3[C:11]([C:12](=[O:29])[N:13]([CH2:24][CH2:25][CH2:26][C:27]4[NH:46][N:45]=[N:44][N:28]=4)[C:14](=[O:23])[N:15]3[CH:18]3[CH2:22][CH2:21][CH2:20][CH2:19]3)=[CH:10][C:9]=2[F:30])[CH2:2][CH2:3][CH2:4][CH2:5][CH2:6]1. The catalyst class is: 12. (3) Reactant: [OH:1][C@@H:2]1[C@H:6]([OH:7])[C@@H:5]([CH2:8][OH:9])[O:4][C@H:3]1[N:10]1[CH:15]=[CH:14][N:13]=[C:12]([C:16]([NH2:18])=[O:17])[C:11]1=[O:19].P(Cl)(Cl)([O:22][P:23](Cl)(Cl)=[O:24])=O.C(=O)(O)[O-:30].C([NH+](CC)CC)C. Product: [CH2:3]([NH+:10]([CH2:15][CH3:14])[CH2:11][CH3:12])[CH3:2].[P:23]([O-:22])([O-:30])([O:9][CH2:8][C@@H:5]1[C@@H:6]([OH:7])[C@@H:2]([OH:1])[C@H:3]([N:10]2[CH:15]=[CH:14][N:13]=[C:12]([C:16]([NH2:18])=[O:17])[C:11]2=[O:19])[O:4]1)=[O:24]. The catalyst class is: 10.